The task is: Regression. Given a peptide amino acid sequence and an MHC pseudo amino acid sequence, predict their binding affinity value. This is MHC class I binding data.. This data is from Peptide-MHC class I binding affinity with 185,985 pairs from IEDB/IMGT. The peptide sequence is LHCAIQHNF. The MHC is Mamu-B17 with pseudo-sequence Mamu-B17. The binding affinity (normalized) is 0.430.